From a dataset of Forward reaction prediction with 1.9M reactions from USPTO patents (1976-2016). Predict the product of the given reaction. (1) The product is: [F:7][C:8]1[CH:13]=[CH:12][C:11]([O:14][CH2:21][CH2:22][O:23][CH:24]2[CH2:29][CH2:28][CH2:27][CH2:26][O:25]2)=[CH:10][N:9]=1. Given the reactants C(=O)([O-])[O-].[Cs+].[Cs+].[F:7][C:8]1[CH:13]=[CH:12][C:11]([OH:14])=[CH:10][N:9]=1.CN(C)C=O.Br[CH2:21][CH2:22][O:23][CH:24]1[CH2:29][CH2:28][CH2:27][CH2:26][O:25]1, predict the reaction product. (2) Given the reactants [CH3:1][O:2][C:3](=[O:21])[C:4]([CH3:20])([CH3:19])[CH2:5][N:6]1[CH2:11][CH2:10][N:9](C(OC(C)(C)C)=O)[CH2:8][CH2:7]1.O1CCOCC1.[ClH:28], predict the reaction product. The product is: [ClH:28].[ClH:28].[CH3:19][C:4]([CH3:20])([CH2:5][N:6]1[CH2:11][CH2:10][NH:9][CH2:8][CH2:7]1)[C:3]([O:2][CH3:1])=[O:21]. (3) The product is: [C:26]([O:30][C:31]([NH:33][C:34]1[O:42][C:41]2[C:36](=[N:37][CH:38]=[C:39]([CH:43]3[CH2:44][CH2:45][O:46][CH2:47][CH2:48]3)[CH:40]=2)[C:35]=1[C:49]([NH:1][C:2]1[CH:3]=[N:4][CH:5]=[CH:6][C:7]=1[N:8]1[CH2:13][C@H:12]([C:14]([F:16])([F:15])[F:17])[CH2:11][C@H:10]([NH:18][C:19](=[O:25])[O:20][C:21]([CH3:22])([CH3:24])[CH3:23])[CH2:9]1)=[O:50])=[O:32])([CH3:29])([CH3:27])[CH3:28]. Given the reactants [NH2:1][C:2]1[CH:3]=[N:4][CH:5]=[CH:6][C:7]=1[N:8]1[CH2:13][C@H:12]([C:14]([F:17])([F:16])[F:15])[CH2:11][C@H:10]([NH:18][C:19](=[O:25])[O:20][C:21]([CH3:24])([CH3:23])[CH3:22])[CH2:9]1.[C:26]([O:30][C:31]([NH:33][C:34]1[O:42][C:41]2[C:36](=[N:37][CH:38]=[C:39]([CH:43]3[CH2:48][CH2:47][O:46][CH2:45][CH2:44]3)[CH:40]=2)[C:35]=1[C:49](O)=[O:50])=[O:32])([CH3:29])([CH3:28])[CH3:27].CN(C(ON1N=NC2C=CC=NC1=2)=[N+](C)C)C.F[P-](F)(F)(F)(F)F.CCN(C(C)C)C(C)C, predict the reaction product. (4) Given the reactants [Cl:1][C:2]1[CH:7]=[CH:6][C:5]([C:8]#[C:9][C:10]([C:12]2[N:17]=[C:16]([C:18]([O:20][CH3:21])=[O:19])[CH:15]=[CH:14][CH:13]=2)=[O:11])=[CH:4][CH:3]=1.O1CCOCC1.CC1C=C(C)C=C(C)C=1S([O-])(=O)=O.[NH2:41][N+:42]1[CH:47]=[CH:46][CH:45]=[C:44]([O:48][CH3:49])[CH:43]=1.C(=O)([O-])[O-].[K+].[K+], predict the reaction product. The product is: [Cl:1][C:2]1[CH:7]=[CH:6][C:5]([C:8]2[C:9]([C:10]([C:12]3[N:17]=[C:16]([C:18]([O:20][CH3:21])=[O:19])[CH:15]=[CH:14][CH:13]=3)=[O:11])=[C:47]3[CH:46]=[CH:45][C:44]([O:48][CH3:49])=[CH:43][N:42]3[N:41]=2)=[CH:4][CH:3]=1. (5) Given the reactants [Br-:1].[Br-].[Br-].C[N+](C)(C)C1C=CC=CC=1.C[N+](C1C=CC=CC=1)(C)C.C[N+](C1C=CC=CC=1)(C)C.[CH:34]([C:37]1[CH:42]=[CH:41][C:40]([NH:43][C:44]2[C:53]3[C:48](=[CH:49][N:50]=[CH:51][CH:52]=3)[CH:47]=[CH:46][N:45]=2)=[CH:39][CH:38]=1)([CH3:36])[CH3:35], predict the reaction product. The product is: [Br:1][C:47]1[C:48]2[C:53](=[CH:52][CH:51]=[N:50][CH:49]=2)[C:44]([NH:43][C:40]2[CH:39]=[CH:38][C:37]([CH:34]([CH3:36])[CH3:35])=[CH:42][CH:41]=2)=[N:45][CH:46]=1.